This data is from Forward reaction prediction with 1.9M reactions from USPTO patents (1976-2016). The task is: Predict the product of the given reaction. (1) Given the reactants [F:1][C:2]1[C:7]([C:8]([OH:10])=O)=[CH:6][CH:5]=[CH:4][N:3]=1.O=S(Cl)[Cl:13], predict the reaction product. The product is: [F:1][C:2]1[C:7]([C:8]([Cl:13])=[O:10])=[CH:6][CH:5]=[CH:4][N:3]=1. (2) Given the reactants [Cl:1][C:2]1[CH:7]=[C:6]([OH:8])[CH:5]=[CH:4][C:3]=1[CH2:9][CH2:10][C:11]([C:13]1[S:14][C:15]([C:18]2[CH:23]=[CH:22][C:21]([C:24]([F:27])([F:26])[F:25])=[CH:20][CH:19]=2)=[CH:16][CH:17]=1)=[O:12].Br[C:29]([CH3:38])([CH3:37])[C:30]([O:32][C:33]([CH3:36])([CH3:35])[CH3:34])=[O:31], predict the reaction product. The product is: [Cl:1][C:2]1[CH:7]=[C:6]([CH:5]=[CH:4][C:3]=1[CH2:9][CH2:10][C:11](=[O:12])[C:13]1[S:14][C:15]([C:18]2[CH:23]=[CH:22][C:21]([C:24]([F:27])([F:25])[F:26])=[CH:20][CH:19]=2)=[CH:16][CH:17]=1)[O:8][C:29]([CH3:38])([CH3:37])[C:30]([O:32][C:33]([CH3:36])([CH3:35])[CH3:34])=[O:31].